Dataset: Catalyst prediction with 721,799 reactions and 888 catalyst types from USPTO. Task: Predict which catalyst facilitates the given reaction. (1) Reactant: [CH2:1]([C:3]([C:19]1[CH:24]=[CH:23][C:22]([O:25][CH2:26][C:27]([O:29]CC)=[O:28])=[C:21]([O:32][CH3:33])[CH:20]=1)=[C:4]([C:12]1[CH:17]=[CH:16][C:15]([OH:18])=[CH:14][CH:13]=1)[C:5]1[CH:10]=[CH:9][C:8]([OH:11])=[CH:7][CH:6]=1)[CH3:2].[OH-].[Na+].C1COCC1. Product: [CH2:1]([C:3]([C:19]1[CH:24]=[CH:23][C:22]([O:25][CH2:26][C:27]([OH:29])=[O:28])=[C:21]([O:32][CH3:33])[CH:20]=1)=[C:4]([C:12]1[CH:13]=[CH:14][C:15]([OH:18])=[CH:16][CH:17]=1)[C:5]1[CH:10]=[CH:9][C:8]([OH:11])=[CH:7][CH:6]=1)[CH3:2]. The catalyst class is: 14. (2) Reactant: [NH2:1][C:2]1[N:7]=[C:6](Cl)[C:5]([C:9]#[N:10])=[C:4]([C:11]2[CH:16]=[CH:15][CH:14]=[CH:13][CH:12]=2)[N:3]=1.[CH3:17][O-:18].[Na+]. Product: [NH2:1][C:2]1[N:7]=[C:6]([O:18][CH3:17])[C:5]([C:9]#[N:10])=[C:4]([C:11]2[CH:16]=[CH:15][CH:14]=[CH:13][CH:12]=2)[N:3]=1. The catalyst class is: 5. (3) Reactant: [H-].[H-].[H-].[H-].[Li+].[Al+3].[OH:7][C@H:8]1[CH2:18][N:11]2[C:12](=O)[CH2:13][NH:14][C:15](=O)[C@@H:10]2[CH2:9]1. Product: [CH2:15]1[NH:14][CH2:13][CH2:12][N:11]2[CH2:18][C@H:8]([OH:7])[CH2:9][CH:10]12. The catalyst class is: 1. (4) Reactant: [CH3:1][CH:2]([CH2:14][CH2:15][CH2:16][CH:17]([CH3:29])[CH2:18][CH2:19][CH2:20][CH:21]([CH3:28])[CH2:22][CH2:23][CH2:24][CH:25]([CH3:27])[CH3:26])[CH2:3][CH2:4][O:5][CH2:6][C:7]([CH2:12][OH:13])([CH2:10][OH:11])[CH2:8][OH:9]. Product: [CH2:4]([O:5][CH2:6][C:7]([CH2:12][OH:13])([CH2:10][OH:11])[CH2:8][OH:9])[CH2:3][CH:2]([CH2:14][CH2:15][CH2:16][CH:17]([CH2:18][CH2:19][CH2:20][CH:21]([CH2:22][CH2:23][CH2:24][CH:25]([CH3:26])[CH3:27])[CH3:28])[CH3:29])[CH3:1].[OH2:5]. The catalyst class is: 6. (5) Reactant: [Cl:1][C:2]1[CH:7]=[CH:6][C:5]([C:8]2[C:9]([C:13]3[CH:18]=[CH:17][C:16]([OH:19])=[CH:15][CH:14]=3)=[CH:10][S:11][CH:12]=2)=[C:4]([O:20][CH3:21])[CH:3]=1.[H-].[Na+].Cl[CH2:25][O:26][CH3:27]. Product: [Cl:1][C:2]1[CH:7]=[CH:6][C:5]([C:8]2[C:9]([C:13]3[CH:18]=[CH:17][C:16]([O:19][CH2:25][O:26][CH3:27])=[CH:15][CH:14]=3)=[CH:10][S:11][CH:12]=2)=[C:4]([O:20][CH3:21])[CH:3]=1. The catalyst class is: 1. (6) Reactant: [Br:1][C:2]1[CH:17]=[CH:16][C:5]([O:6][C:7]2[CH:15]=[CH:14][C:10]([CH:11]=[N:12]O)=[CH:9][CH:8]=2)=[C:4]([Cl:18])[CH:3]=1.[BH4-].[Na+]. Product: [Br:1][C:2]1[CH:17]=[CH:16][C:5]([O:6][C:7]2[CH:15]=[CH:14][C:10]([CH2:11][NH2:12])=[CH:9][CH:8]=2)=[C:4]([Cl:18])[CH:3]=1. The catalyst class is: 652. (7) Reactant: CO[C:3]([C:5]1[N:13]=[CH:12][C:11]2[NH:10][C:9]3[N:14]=[CH:15][C:16]([C:18]4[CH:23]=[CH:22][C:21]([CH2:24][N:25]5[CH2:30][CH2:29][CH2:28][CH2:27][CH2:26]5)=[CH:20][CH:19]=4)=[CH:17][C:8]=3[C:7]=2[CH:6]=1)=[O:4].O.[NH2:32][NH2:33]. Product: [N:25]1([CH2:24][C:21]2[CH:20]=[CH:19][C:18]([C:16]3[CH:15]=[N:14][C:9]4[NH:10][C:11]5[CH:12]=[N:13][C:5]([C:3]([NH:32][NH2:33])=[O:4])=[CH:6][C:7]=5[C:8]=4[CH:17]=3)=[CH:23][CH:22]=2)[CH2:26][CH2:27][CH2:28][CH2:29][CH2:30]1. The catalyst class is: 8. (8) Reactant: [N+:1]([C:4]1[CH:5]=[C:6]2[C:10](=[CH:11][CH:12]=1)[N:9]([CH2:13][O:14][CH2:15][CH2:16][Si:17]([CH3:20])([CH3:19])[CH3:18])[N:8]=[C:7]2[S:21][C:22]1[CH:27]=[CH:26][CH:25]=[CH:24][CH:23]=1)([O-])=O. Product: [NH2:1][C:4]1[CH:5]=[C:6]2[C:10](=[CH:11][CH:12]=1)[N:9]([CH2:13][O:14][CH2:15][CH2:16][Si:17]([CH3:20])([CH3:18])[CH3:19])[N:8]=[C:7]2[S:21][C:22]1[CH:27]=[CH:26][CH:25]=[CH:24][CH:23]=1. The catalyst class is: 78. (9) Reactant: [F:1][C:2]1[C:7]([NH:8][C:9]([NH2:11])=[S:10])=[CH:6][CH:5]=[CH:4][N:3]=1.Br.Br[CH2:14][C:15]([C:17]1[S:21][C:20]([NH:22][C:23](=[O:25])[CH3:24])=[N:19][C:18]=1[CH3:26])=O.O. Product: [F:1][C:2]1[C:7]([NH:8][C:9]2[S:10][CH:14]=[C:15]([C:17]3[S:21][C:20]([NH:22][C:23](=[O:25])[CH3:24])=[N:19][C:18]=3[CH3:26])[N:11]=2)=[CH:6][CH:5]=[CH:4][N:3]=1. The catalyst class is: 14.